Dataset: Catalyst prediction with 721,799 reactions and 888 catalyst types from USPTO. Task: Predict which catalyst facilitates the given reaction. (1) Reactant: Cl.[NH2:2][C@H:3]([C:5]1[C:6](=[O:17])[N:7]([CH3:16])[C:8]2[C:13]([CH:14]=1)=[CH:12][C:11]([Cl:15])=[CH:10][CH:9]=2)[CH3:4].FC(F)(F)C(O)=O.Cl[C:26]1[N:31]=[C:30]([C:32]2[N:36]([CH:37]([CH3:39])[CH3:38])[CH:35]=[N:34][CH:33]=2)[CH:29]=[CH:28][N:27]=1.CCN(C(C)C)C(C)C. Product: [Cl:15][C:11]1[CH:12]=[C:13]2[C:8](=[CH:9][CH:10]=1)[N:7]([CH3:16])[C:6](=[O:17])[C:5]([C@@H:3]([NH:2][C:26]1[N:31]=[C:30]([C:32]3[N:36]([CH:37]([CH3:39])[CH3:38])[CH:35]=[N:34][CH:33]=3)[CH:29]=[CH:28][N:27]=1)[CH3:4])=[CH:14]2. The catalyst class is: 8. (2) Reactant: [CH3:1][C:2]([CH3:38])([CH3:37])[CH2:3][N:4]1[C:8]2=[N:9][C:10]([C:13]3[N:14]=[C:15]([C:25]4[C:30]([C:31]([F:34])([F:33])[F:32])=[CH:29][CH:28]=[CH:27][C:26]=4[F:35])[NH:16][C:17]=3[C:18]3[CH:23]=[CH:22][C:21]([F:24])=[CH:20][CH:19]=3)=[CH:11][CH:12]=[C:7]2[N:6]=[C:5]1[NH2:36].[CH3:39][S:40]([OH:43])(=[O:42])=[O:41]. Product: [CH3:39][S:40]([OH:43])(=[O:42])=[O:41].[CH3:1][C:2]([CH3:38])([CH3:37])[CH2:3][N:4]1[C:8]2=[N:9][C:10]([C:13]3[N:14]=[C:15]([C:25]4[C:30]([C:31]([F:33])([F:32])[F:34])=[CH:29][CH:28]=[CH:27][C:26]=4[F:35])[NH:16][C:17]=3[C:18]3[CH:19]=[CH:20][C:21]([F:24])=[CH:22][CH:23]=3)=[CH:11][CH:12]=[C:7]2[N:6]=[C:5]1[NH2:36]. The catalyst class is: 5. (3) Reactant: Br.Br[CH2:3][C:4]1[N:5]=[C:6]2[C:11](=[N:12][CH:13]=1)[N:10]=[C:9]([NH2:14])[N:8]=[C:7]2[NH2:15].[NH2:16][CH2:17][C:18]1[CH:23]=[CH:22][CH:21]=[CH:20][N:19]=1.C(=O)(O)[O-]. Product: [N:19]1[CH:20]=[CH:21][CH:22]=[CH:23][C:18]=1[CH2:17][NH:16][CH2:3][C:4]1[N:5]=[C:6]2[C:11](=[N:12][CH:13]=1)[N:10]=[C:9]([NH2:14])[N:8]=[C:7]2[NH2:15]. The catalyst class is: 80. (4) Reactant: [CH2:1]([O:3][C@@H:4]([CH2:17][C:18]1[CH:23]=[CH:22][C:21]([O:24][CH2:25][CH2:26][C:27]2[CH:32]=[CH:31][C:30]([O:33][S:34]([CH3:37])(=[O:36])=[O:35])=[CH:29][CH:28]=2)=[CH:20][CH:19]=1)[C:5](N[C@H](C1C=CC=CC=1)CO)=[O:6])[CH3:2].S(=O)(=O)(O)[OH:39].O1CCOCC1. Product: [CH2:1]([O:3][C@@H:4]([CH2:17][C:18]1[CH:19]=[CH:20][C:21]([O:24][CH2:25][CH2:26][C:27]2[CH:28]=[CH:29][C:30]([O:33][S:34]([CH3:37])(=[O:35])=[O:36])=[CH:31][CH:32]=2)=[CH:22][CH:23]=1)[C:5]([OH:6])=[O:39])[CH3:2]. The catalyst class is: 6. (5) Reactant: [C:1]1([C@@H:7]([OH:11])[CH2:8][C:9]#[N:10])[CH:6]=[CH:5][CH:4]=[CH:3][CH:2]=1. Product: [C:1]1([C@@H:7]([OH:11])[CH2:8][CH2:9][NH2:10])[CH:6]=[CH:5][CH:4]=[CH:3][CH:2]=1. The catalyst class is: 1. (6) Reactant: [Br:1][C:2]1[C:3](F)=[C:4]2[C:10]([NH:11][C:12](=[O:14])[CH3:13])=[CH:9][NH:8][C:5]2=[N:6][CH:7]=1.[NH:16]1[CH2:21][CH2:20][CH2:19][C@@H:18]([NH:22][C:23](=[O:29])[O:24][C:25]([CH3:28])([CH3:27])[CH3:26])[CH2:17]1.CC#N.O. Product: [C:12]([NH:11][C:10]1[C:4]2[C:5](=[N:6][CH:7]=[C:2]([Br:1])[C:3]=2[N:16]2[CH2:21][CH2:20][CH2:19][C@@H:18]([NH:22][C:23](=[O:29])[O:24][C:25]([CH3:27])([CH3:26])[CH3:28])[CH2:17]2)[NH:8][CH:9]=1)(=[O:14])[CH3:13]. The catalyst class is: 51. (7) Reactant: [F:1][C:2]1[CH:7]=[CH:6][C:5]([C@@H:8]([NH:10][C:11]([C:13]2[N:18]=[CH:17][N:16]=[C:15]([NH:19]C(=O)OC(C)(C)C)[CH:14]=2)=[O:12])[CH3:9])=[CH:4][CH:3]=1.[ClH:27]. Product: [ClH:27].[NH2:19][C:15]1[N:16]=[CH:17][N:18]=[C:13]([C:11]([NH:10][C@H:8]([C:5]2[CH:4]=[CH:3][C:2]([F:1])=[CH:7][CH:6]=2)[CH3:9])=[O:12])[CH:14]=1. The catalyst class is: 28.